From a dataset of Catalyst prediction with 721,799 reactions and 888 catalyst types from USPTO. Predict which catalyst facilitates the given reaction. Reactant: [NH2:1][C:2]1[C:7]([N+:8]([O-:10])=[O:9])=[C:6]([N:11]2[CH2:16][CH2:15]N(CC(NC3SC=CN=3)=O)[CH2:13][CH2:12]2)[C:5]([Br:26])=[CH:4][N:3]=1.BrC1C(Cl)=C([N+]([O-])=O)C(N)=NC=1.CCN(C(C)C)C(C)C.[CH2:48]([CH:55]1CCNCC1)[C:49]1[CH:54]=[CH:53][CH:52]=[CH:51][CH:50]=1. Product: [CH2:48]([CH:55]1[CH2:13][CH2:12][N:11]([C:6]2[C:5]([Br:26])=[CH:4][N:3]=[C:2]([NH2:1])[C:7]=2[N+:8]([O-:10])=[O:9])[CH2:16][CH2:15]1)[C:49]1[CH:54]=[CH:53][CH:52]=[CH:51][CH:50]=1. The catalyst class is: 32.